This data is from Forward reaction prediction with 1.9M reactions from USPTO patents (1976-2016). The task is: Predict the product of the given reaction. (1) Given the reactants [Si]([O:8][CH2:9][CH2:10][C:11]1[S:15][C:14](CC#N)=[CH:13][CH:12]=1)(C(C)(C)C)(C)C.[OH-:19].[K+].[CH2:21]([OH:23])[CH3:22], predict the reaction product. The product is: [OH:23][CH2:21][CH2:22][C:14]1[S:15][C:11]([CH2:10][C:9]([OH:8])=[O:19])=[CH:12][CH:13]=1. (2) Given the reactants [OH:1][NH:2][C:3](=[NH:17])[N:4]1[CH2:9][CH2:8][N:7]([C:10]([O:12][C:13]([CH3:16])([CH3:15])[CH3:14])=[O:11])[CH2:6][CH2:5]1.C(N(C(C)C)CC)(C)C.[C:27]([O:30][CH2:31][C:32](Cl)=O)(=[O:29])[CH3:28], predict the reaction product. The product is: [C:27]([O:30][CH2:31][C:32]1[O:1][N:2]=[C:3]([N:4]2[CH2:5][CH2:6][N:7]([C:10]([O:12][C:13]([CH3:14])([CH3:16])[CH3:15])=[O:11])[CH2:8][CH2:9]2)[N:17]=1)(=[O:29])[CH3:28]. (3) Given the reactants [F:1][C:2]([F:11])([F:10])[C:3]1[C:4](=[O:9])[NH:5][CH:6]=[CH:7][CH:8]=1.CC([O-])=O.[Na+].[Br:17]Br, predict the reaction product. The product is: [Br:17][C:7]1[CH:8]=[C:3]([C:2]([F:1])([F:10])[F:11])[C:4](=[O:9])[NH:5][CH:6]=1. (4) The product is: [O:10]1[C:11]2[CH:21]=[CH:20][CH:19]=[CH:18][C:12]=2[CH:13]=[C:14]1[C:2]1[C:3]([NH2:9])=[N:4][CH:5]=[C:6]([Br:8])[N:7]=1. Given the reactants Br[C:2]1[C:3]([NH2:9])=[N:4][CH:5]=[C:6]([Br:8])[N:7]=1.[O:10]1[C:14](B(O)O)=[CH:13][C:12]2[CH:18]=[CH:19][CH:20]=[CH:21][C:11]1=2.C([O-])(O)=O.[Na+].O, predict the reaction product. (5) Given the reactants C[C:2]([S:7][C:8]1[S:12][C:11]([NH:13][C:14]([N:16]([C@H:25]2[CH2:30][CH2:29][C@H:28]([CH3:31])[CH2:27][CH2:26]2)[CH2:17][CH2:18]C2C=CC=CC=2)=[O:15])=[N:10][CH:9]=1)(C)[C:3]([OH:5])=[O:4].ClCC[C:35]([C:37]1[CH:42]=[CH:41][CH:40]=[CH:39][CH:38]=1)=[O:36].C(OC(=O)CSC1SC(N)=NC=1)C, predict the reaction product. The product is: [CH3:31][C@H:28]1[CH2:29][CH2:30][C@H:25]([N:16]([CH2:17][CH2:18][C:35](=[O:36])[C:37]2[CH:42]=[CH:41][CH:40]=[CH:39][CH:38]=2)[C:14](=[O:15])[NH:13][C:11]2[S:12][C:8]([S:7][CH2:2][C:3]([OH:5])=[O:4])=[CH:9][N:10]=2)[CH2:26][CH2:27]1. (6) The product is: [NH2:9][C@H:8]1[CH2:7][CH2:6][N:5]([C:18]([O:20][C:21]([CH3:22])([CH3:23])[CH3:24])=[O:19])[CH2:4][C@H:3]1[CH2:2][OH:1]. Given the reactants [OH:1][CH2:2][C@H:3]1[C@@H:8]([NH:9][C@H](C2C=CC=CC=2)C)[CH2:7][CH2:6][N:5]([C:18]([O:20][C:21]([CH3:24])([CH3:23])[CH3:22])=[O:19])[CH2:4]1.[H][H], predict the reaction product.